The task is: Regression/Classification. Given a drug SMILES string, predict its absorption, distribution, metabolism, or excretion properties. Task type varies by dataset: regression for continuous measurements (e.g., permeability, clearance, half-life) or binary classification for categorical outcomes (e.g., BBB penetration, CYP inhibition). Dataset: cyp2c19_veith.. This data is from CYP2C19 inhibition data for predicting drug metabolism from PubChem BioAssay. (1) The compound is COc1cccc(Cn2c(=O)c(-c3ccc(Cl)cc3)nc3cnc(N4CCOCC4)nc32)c1. The result is 0 (non-inhibitor). (2) The compound is CC(=O)N1CCC[C@@]2(CCN(C(c3ccccc3)c3ccccc3)C2)C1. The result is 0 (non-inhibitor). (3) The molecule is Cc1ccc(C)n1N1C(=O)/C(=C\c2ccc(Cl)cc2)SC1=S. The result is 1 (inhibitor). (4) The molecule is COC(=O)[C@@]1(Cc2ccc(OC)cc2)[C@H]2c3cc(C(=O)N4CCCC4)n(Cc4ccc(Cl)c(C(F)(F)F)c4)c3C[C@H]2CN1C(=O)c1ccccc1. The result is 0 (non-inhibitor).